Dataset: Reaction yield outcomes from USPTO patents with 853,638 reactions. Task: Predict the reaction yield, written as a fraction of the theoretical maximum amount of product (1.0 means a 100% yield; for example, 0.34 means a 34% yield). (1) The reactants are [CH2:1]([O:8][C:9]1[C:24]([O:25][CH3:26])=[CH:23][C:12]([C:13]([N:15]2[CH2:20][CH2:19][CH2:18][CH2:17][C@@H:16]2[CH:21]=O)=[O:14])=[C:11]([N+:27]([O-])=O)[CH:10]=1)[C:2]1[CH:7]=[CH:6][CH:5]=[CH:4][CH:3]=1.C1COCC1.O.[O-]S(S([O-])=O)=O.[Na+].[Na+]. The catalyst is CO.O1CCOCC1. The product is [CH2:1]([O:8][C:9]1[C:24]([O:25][CH3:26])=[CH:23][C:12]2[C:13](=[O:14])[N:15]3[CH2:20][CH2:19][CH2:18][CH2:17][C@@H:16]3[CH:21]=[N:27][C:11]=2[CH:10]=1)[C:2]1[CH:3]=[CH:4][CH:5]=[CH:6][CH:7]=1. The yield is 0.700. (2) The reactants are [C:1]([O:5][C:6]([N:8]1[CH2:13][CH2:12][CH:11]([O:14][C:15]2[C:20]([N+:21]([O-])=O)=[C:19]([NH:24][C:25]3[CH:30]=[CH:29][C:28]([S:31]([CH3:34])(=[O:33])=[O:32])=[CH:27][CH:26]=3)[N:18]=[CH:17][N:16]=2)[CH2:10][CH2:9]1)=[O:7])([CH3:4])([CH3:3])[CH3:2]. The catalyst is C(OCC)(=O)C.[Pd]. The product is [C:1]([O:5][C:6]([N:8]1[CH2:13][CH2:12][CH:11]([O:14][C:15]2[C:20]([NH2:21])=[C:19]([NH:24][C:25]3[CH:26]=[CH:27][C:28]([S:31]([CH3:34])(=[O:33])=[O:32])=[CH:29][CH:30]=3)[N:18]=[CH:17][N:16]=2)[CH2:10][CH2:9]1)=[O:7])([CH3:4])([CH3:3])[CH3:2]. The yield is 0.890.